Dataset: Catalyst prediction with 721,799 reactions and 888 catalyst types from USPTO. Task: Predict which catalyst facilitates the given reaction. Reactant: [K].[C:2]([O:7][CH2:8][CH2:9][CH2:10][S:11]([OH:14])(=[O:13])=[O:12])(=[O:6])[C:3]([CH3:5])=[CH2:4].[Cl-].[C:16]1([S+:22]([C:29]2[CH:34]=[CH:33][CH:32]=[CH:31][CH:30]=2)[C:23]2[CH:28]=[CH:27][CH:26]=[CH:25][CH:24]=2)[CH:21]=[CH:20][CH:19]=[CH:18][CH:17]=1. Product: [C:2]([O:7][CH2:8][CH2:9][CH2:10][S:11]([O-:14])(=[O:12])=[O:13])(=[O:6])[C:3]([CH3:5])=[CH2:4].[C:29]1([S+:22]([C:16]2[CH:17]=[CH:18][CH:19]=[CH:20][CH:21]=2)[C:23]2[CH:28]=[CH:27][CH:26]=[CH:25][CH:24]=2)[CH:30]=[CH:31][CH:32]=[CH:33][CH:34]=1. The catalyst class is: 2.